From a dataset of Full USPTO retrosynthesis dataset with 1.9M reactions from patents (1976-2016). Predict the reactants needed to synthesize the given product. (1) Given the product [NH:7]1[C:8]2[C:13](=[CH:12][CH:11]=[CH:10][CH:9]=2)[C:5]([C:3](=[O:4])[CH:2]([C:14]2[CH:19]=[CH:18][CH:17]=[CH:16][CH:15]=2)[NH:30][C:26]2[CH:25]=[C:24]3[C:29](=[CH:28][CH:27]=2)[N:20]=[CH:21][CH:22]=[N:23]3)=[CH:6]1, predict the reactants needed to synthesize it. The reactants are: Cl[CH:2]([C:14]1[CH:19]=[CH:18][CH:17]=[CH:16][CH:15]=1)[C:3]([C:5]1[C:13]2[C:8](=[CH:9][CH:10]=[CH:11][CH:12]=2)[NH:7][CH:6]=1)=[O:4].[N:20]1[C:29]2[C:24](=[CH:25][C:26]([NH2:30])=[CH:27][CH:28]=2)[N:23]=[CH:22][CH:21]=1.CCN(C(C)C)C(C)C. (2) Given the product [Cl:1][C:2]1[N:3]=[CH:4][C:5]2[N:6]([CH3:24])[C:7](=[O:21])[C:8]([F:19])([F:20])[CH2:9][N:10]([CH:13]3[CH2:18][CH2:17][CH2:16][CH2:15][CH2:14]3)[C:11]=2[N:12]=1, predict the reactants needed to synthesize it. The reactants are: [Cl:1][C:2]1[N:3]=[CH:4][C:5]2[NH:6][C:7](=[O:21])[C:8]([F:20])([F:19])[CH2:9][N:10]([CH:13]3[CH2:18][CH2:17][CH2:16][CH2:15][CH2:14]3)[C:11]=2[N:12]=1.[H-].[Na+].[CH3:24]I. (3) Given the product [CH2:19]([O:23][C:12]1[CH:17]=[C:16]([O:10][CH:6]([CH:7]([CH3:9])[CH3:8])[CH:4]([CH3:5])[CH3:3])[N:15]=[CH:14][N:13]=1)[C:20]#[C:21][CH3:22], predict the reactants needed to synthesize it. The reactants are: [H-].[Na+].[CH3:3][CH:4]([CH:6]([OH:10])[CH:7]([CH3:9])[CH3:8])[CH3:5].Cl[C:12]1[CH:17]=[C:16](Cl)[N:15]=[CH:14][N:13]=1.[CH2:19]([OH:23])[C:20]#[C:21][CH3:22].[Cl-].[NH4+]. (4) The reactants are: [Cl:1][C:2]1[C:3]([F:24])=[CH:4][C:5]([N:15]2[CH:19]=[C:18]([C:20]([F:23])([F:22])[F:21])[N:17]=[N:16]2)=[C:6]([C:8]2[N:13]=[CH:12][N:11]=[C:10]([OH:14])[CH:9]=2)[CH:7]=1.N[C@@H:26]1[C:42]2[CH:43]=[C:38]([CH:39]=[CH:40][N:41]=2)[C:37]2[N:36]([CH:44]([F:46])[F:45])[N:35]=[CH:34][C:33]=2[NH:32][C:31](=[O:47])[C@H:30]([CH3:48])[CH2:29][CH2:28][CH2:27]1.CN(C(ON1N=NC2C=CC=NC1=2)=[N+](C)C)C.F[P-](F)(F)(F)(F)F.C1CCN2C(=NCCC2)CC1. Given the product [Cl:1][C:2]1[C:3]([F:24])=[CH:4][C:5]([N:15]2[CH:19]=[C:18]([C:20]([F:21])([F:22])[F:23])[N:17]=[N:16]2)=[C:6]([C:8]2[N:13]=[CH:12][N:11]([C@@H:26]3[C:42]4[CH:43]=[C:38]([CH:39]=[CH:40][N:41]=4)[C:37]4[N:36]([CH:44]([F:45])[F:46])[N:35]=[CH:34][C:33]=4[NH:32][C:31](=[O:47])[C@H:30]([CH3:48])[CH2:29][CH2:28][CH2:27]3)[C:10](=[O:14])[CH:9]=2)[CH:7]=1, predict the reactants needed to synthesize it. (5) Given the product [I:19][C:16]1[CH:17]=[C:18]2[C:13](=[CH:14][CH:15]=1)[N:12]=[CH:11][C:10]([C:20]#[N:21])=[C:9]2[O:1][CH:2]1[CH2:7][CH2:6][O:5][CH2:4][CH2:3]1, predict the reactants needed to synthesize it. The reactants are: [OH:1][CH:2]1[CH2:7][CH2:6][O:5][CH2:4][CH2:3]1.Cl[C:9]1[C:18]2[C:13](=[CH:14][CH:15]=[C:16]([I:19])[CH:17]=2)[N:12]=[CH:11][C:10]=1[C:20]#[N:21].[H-].[K+]. (6) Given the product [F:17][C:15]1([F:18])[CH2:16][N:11]2[C:10]([NH2:19])=[N:9][C:8]([C:20]3[CH:25]=[CH:24][C:23]([O:26][CH3:27])=[CH:22][CH:21]=3)([C:4]3[CH:5]=[CH:6][CH:7]=[C:2]([C:32]4[CH:33]=[N:28][CH:29]=[N:30][CH:31]=4)[CH:3]=3)[C:12]2=[N:13][CH2:14]1, predict the reactants needed to synthesize it. The reactants are: Br[C:2]1[CH:3]=[C:4]([C:8]2([C:20]3[CH:25]=[CH:24][C:23]([O:26][CH3:27])=[CH:22][CH:21]=3)[C:12]3=[N:13][CH2:14][C:15]([F:18])([F:17])[CH2:16][N:11]3[C:10]([NH2:19])=[N:9]2)[CH:5]=[CH:6][CH:7]=1.[N:28]1[CH:33]=[C:32](B(O)O)[CH:31]=[N:30][CH:29]=1.